This data is from Catalyst prediction with 721,799 reactions and 888 catalyst types from USPTO. The task is: Predict which catalyst facilitates the given reaction. (1) Reactant: Cl[C:2]1[N:3]=[C:4]([NH:13][C:14]2[CH:19]=[CH:18][CH:17]=[C:16]([S:20]([CH3:23])(=[O:22])=[O:21])[CH:15]=2)[C:5]([C:10]([NH2:12])=[O:11])=[N:6][C:7]=1[CH2:8][CH3:9].[NH2:24][CH2:25][C:26]1([NH2:32])[CH2:31][CH2:30][CH2:29][CH2:28][CH2:27]1.CN1C(=O)CCC1.C(OCC)(=O)C. Product: [NH2:32][C:26]1([CH2:25][NH:24][C:2]2[N:3]=[C:4]([NH:13][C:14]3[CH:19]=[CH:18][CH:17]=[C:16]([S:20]([CH3:23])(=[O:22])=[O:21])[CH:15]=3)[C:5]([C:10]([NH2:12])=[O:11])=[N:6][C:7]=2[CH2:8][CH3:9])[CH2:31][CH2:30][CH2:29][CH2:28][CH2:27]1. The catalyst class is: 6. (2) Reactant: Cl.C([O:4][C:5]([NH:7][N:8]=[C:9]([NH2:32])[C:10]1[S:31][C:13]2=[CH:14][N:15]=[CH:16][C:17]([NH:18][C:19]3[CH:24]=[CH:23][C:22]([C:25]4[CH:30]=[CH:29][CH:28]=[CH:27][CH:26]=4)=[CH:21][CH:20]=3)=[C:12]2[CH:11]=1)=O)C.C(=O)([O-])[O-].[K+].[K+].CO. Product: [C:22]1([C:25]2[CH:26]=[CH:27][CH:28]=[CH:29][CH:30]=2)[CH:21]=[CH:20][C:19]([NH:18][C:17]2[CH:16]=[N:15][CH:14]=[C:13]3[S:31][C:10]([C:9]4[NH:32][C:5](=[O:4])[NH:7][N:8]=4)=[CH:11][C:12]=23)=[CH:24][CH:23]=1. The catalyst class is: 6. (3) Reactant: [NH2:1][CH2:2][CH2:3][CH2:4][CH2:5][N:6]1[C:18]2[C:17]3[CH:16]=[CH:15][CH:14]=[CH:13][C:12]=3[N:11]=[C:10]([NH2:19])[C:9]=2[N:8]=[C:7]1[CH2:20][CH2:21][O:22][CH3:23].[CH:24]([C:26]1[CH:38]=[CH:37][C:29]([O:30][CH2:31][C:32]([O:34][CH2:35][CH3:36])=[O:33])=[CH:28][CH:27]=1)=O.C[C:40]([OH:42])=O.[BH3-][C:44]#[N:45].[Na+]. Product: [NH2:19][C:10]1[C:9]2[N:8]=[C:7]([CH2:20][CH2:21][O:22][CH3:23])[N:6]([CH2:5][CH2:4][CH2:3][CH2:2][N:1]([CH2:24][C:26]3[CH:38]=[CH:37][C:29]([O:30][CH2:31][C:32]([O:34][CH2:35][CH3:36])=[O:33])=[CH:28][CH:27]=3)[C:40]([NH:1][CH2:2][CH2:3][N:45]3[CH2:44][CH2:17][CH2:18][CH2:9][CH2:10]3)=[O:42])[C:18]=2[C:17]2[CH:16]=[CH:15][CH:14]=[CH:13][C:12]=2[N:11]=1. The catalyst class is: 5. (4) Reactant: [C:1](#[N:5])[CH2:2][C:3]#[N:4].[H-].[Na+].[C:8](=S)=[S:9].IC.[CH3:13][S:14]([CH3:16])=O. Product: [CH3:13][S:14][C:16](=[C:2]([C:1]#[N:5])[C:3]#[N:4])[S:9][CH3:8]. The catalyst class is: 6.